Dataset: Full USPTO retrosynthesis dataset with 1.9M reactions from patents (1976-2016). Task: Predict the reactants needed to synthesize the given product. (1) Given the product [F:1][C:2]1[C:3]([F:12])=[CH:4][C:5]2[S:9][C:8](=[N:10][C:17](=[O:18])[C:16]3[CH:20]=[CH:21][CH:22]=[CH:23][C:15]=3[O:14][CH3:13])[N:7]([CH:25]([CH2:30][CH3:31])[C:26]([OH:28])=[O:27])[C:6]=2[CH:11]=1, predict the reactants needed to synthesize it. The reactants are: [F:1][C:2]1[C:3]([F:12])=[CH:4][C:5]2[S:9][C:8]([NH2:10])=[N:7][C:6]=2[CH:11]=1.[CH3:13][O:14][C:15]1[CH:23]=[CH:22][CH:21]=[CH:20][C:16]=1[C:17](Cl)=[O:18].Br[CH:25]([CH2:30][CH3:31])[C:26]([O:28]C)=[O:27].COC1C=CC2N=C(N)SC=2C=1.ClC1C=C(C=CC=1)C(Cl)=O.BrCC(OCC)=O. (2) The reactants are: [Si](OCC1C=CC(N)=C(Cl)C=1)(C(C)(C)C)(C)C.C(Cl)(=O)C=C.C(N(CC)C(C)C)C.[Si:31]([O:38][CH2:39][C:40]1[C:45](OC)=[CH:44][C:43]([NH:48][C:49](=[O:52])[CH:50]=[CH2:51])=[C:42]([Cl:53])[CH:41]=1)([C:34]([CH3:37])([CH3:36])[CH3:35])([CH3:33])[CH3:32]. Given the product [Si:31]([O:38][CH2:39][C:40]1[CH:45]=[CH:44][C:43]([NH:48][C:49](=[O:52])[CH:50]=[CH2:51])=[C:42]([Cl:53])[CH:41]=1)([C:34]([CH3:37])([CH3:36])[CH3:35])([CH3:33])[CH3:32], predict the reactants needed to synthesize it. (3) Given the product [C:23]1([CH:7]2[C:6]3[C:11]4=[C:12]([CH:14]([C:17]5[CH:22]=[CH:21][CH:20]=[CH:19][CH:18]=5)[CH2:15][CH2:16][N:10]4[CH2:9][CH2:8]2)[CH:13]=[C:4]([NH2:1])[CH:5]=3)[CH:24]=[CH:25][CH:26]=[CH:27][CH:28]=1, predict the reactants needed to synthesize it. The reactants are: [N+:1]([C:4]1[CH:5]=[C:6]2[C:11]3=[C:12]([CH:14]([C:17]4[CH:22]=[CH:21][CH:20]=[CH:19][CH:18]=4)[CH2:15][CH2:16][N:10]3[CH2:9][CH2:8][CH:7]2[C:23]2[CH:28]=[CH:27][CH:26]=[CH:25][CH:24]=2)[CH:13]=1)([O-])=O. (4) Given the product [Cl:1][C:2]1[CH:9]=[CH:8][C:5]([CH2:6][NH:7][C:23]([NH:22][C:26]2[C:31]3[O:32][CH2:33][C:34](=[O:36])[NH:35][C:30]=3[CH:29]=[CH:28][CH:27]=2)=[O:24])=[CH:4][CH:3]=1, predict the reactants needed to synthesize it. The reactants are: [Cl:1][C:2]1[CH:9]=[CH:8][C:5]([CH2:6][NH2:7])=[CH:4][CH:3]=1.ClC(Cl)(OC(=O)OC(Cl)(Cl)Cl)Cl.[N-:22]=[C:23]=[O:24].N[C:26]1[C:31]2[O:32][CH2:33][C:34](=[O:36])[NH:35][C:30]=2[CH:29]=[CH:28][CH:27]=1. (5) Given the product [Br:11][C:12]1[C:13]2[S:3][C:4]([C:5]([O:7][CH3:8])=[O:6])=[CH:15][C:14]=2[CH:17]=[CH:18][CH:19]=1, predict the reactants needed to synthesize it. The reactants are: [H-].[Na+].[SH:3][CH2:4][C:5]([O:7][CH3:8])=[O:6].[H][H].[Br:11][C:12]1[C:13](F)=[C:14]([CH:17]=[CH:18][CH:19]=1)[CH:15]=O. (6) The reactants are: [CH2:1]([O:9][C:10]([NH:12][CH2:13][CH2:14][C:15]([OH:17])=O)=[O:11])[CH2:2][CH2:3][CH2:4][CH2:5][CH2:6][CH2:7][CH3:8].[B-](F)(F)(F)F.CN(C(ON1C(=O)C2C([C@H]3C=C[C@@H]2C3)C1=O)=[N+](C)C)C.[NH2:43][C@H:44]([C:51]([OH:53])=[O:52])[CH2:45][C:46]1[N:50]=[CH:49][NH:48][CH:47]=1.[OH-].[Na+].Cl. Given the product [CH2:1]([O:9][C:10]([NH:12][CH2:13][CH2:14][C:15]([NH:43][C@H:44]([C:51]([OH:53])=[O:52])[CH2:45][C:46]1[N:50]=[CH:49][NH:48][CH:47]=1)=[O:17])=[O:11])[CH2:2][CH2:3][CH2:4][CH2:5][CH2:6][CH2:7][CH3:8], predict the reactants needed to synthesize it. (7) Given the product [I:1][C:2]1[CH:3]=[C:4]2[C:8](=[CH:9][CH:10]=1)[CH2:7][NH:6][CH2:5]2, predict the reactants needed to synthesize it. The reactants are: [I:1][C:2]1[CH:3]=[C:4]2[C:8](=[CH:9][CH:10]=1)[C:7](=O)[NH:6][C:5]2=O.[BH4-].[Na+].O.[OH-].[Na+]. (8) Given the product [Cl:17][C:18]1[CH:19]=[C:20]([S:24]([NH:9][C:3]2([C:1]#[CH:2])[CH2:8][CH2:7][CH2:6][CH2:5][CH2:4]2)(=[O:26])=[O:25])[CH:21]=[CH:22][CH:23]=1, predict the reactants needed to synthesize it. The reactants are: [C:1]([C:3]1([NH2:9])[CH2:8][CH2:7][CH2:6][CH2:5][CH2:4]1)#[CH:2].C(N(CC)CC)C.[Cl:17][C:18]1[CH:19]=[C:20]([S:24](Cl)(=[O:26])=[O:25])[CH:21]=[CH:22][CH:23]=1.